This data is from Catalyst prediction with 721,799 reactions and 888 catalyst types from USPTO. The task is: Predict which catalyst facilitates the given reaction. Reactant: Cl.[NH2:2][CH2:3][C:4]1[CH:5]=[C:6]([C:11]2[N:16]=[C:15]([O:17][CH3:18])[N:14]=[C:13]([NH:19][CH2:20][CH2:21][C:22]3[CH:27]=[CH:26][C:25]([O:28][CH3:29])=[CH:24][CH:23]=3)[CH:12]=2)[CH:7]=[CH:8][C:9]=1[F:10].C(N(CC)CC)C.[CH3:37][O:38][CH2:39][C:40](Cl)=[O:41]. Product: [F:10][C:9]1[CH:8]=[CH:7][C:6]([C:11]2[CH:12]=[C:13]([NH:19][CH2:20][CH2:21][C:22]3[CH:23]=[CH:24][C:25]([O:28][CH3:29])=[CH:26][CH:27]=3)[N:14]=[C:15]([O:17][CH3:18])[N:16]=2)=[CH:5][C:4]=1[CH2:3][NH:2][C:40](=[O:41])[CH2:39][O:38][CH3:37]. The catalyst class is: 2.